Dataset: HIV replication inhibition screening data with 41,000+ compounds from the AIDS Antiviral Screen. Task: Binary Classification. Given a drug SMILES string, predict its activity (active/inactive) in a high-throughput screening assay against a specified biological target. (1) The molecule is CC1(C)OC(=O)NC1=O. The result is 0 (inactive). (2) The drug is O=C(OCCO)C1CC2CC1C1(C2)OCCO1. The result is 0 (inactive). (3) The compound is CC1(C)C(=O)C(C)(C)C(=O)C(C)(C)C1=O. The result is 0 (inactive). (4) The result is 0 (inactive). The molecule is O=c1c(=O)c2c3c(ccc12)OCO3. (5) The result is 0 (inactive). The drug is CC(CN1C(=O)c2ccccc2C1=O)=NNS(=O)(=O)c1ccc(F)cc1. (6) The molecule is COc1c2occc2cc2ccc(=O)oc12. The result is 0 (inactive). (7) The compound is CC12CCC(C(=O)n3c1nc1ccccc13)C(C)(C)O2. The result is 0 (inactive). (8) The compound is COc1ccc(SCc2cc(OC)c(OC)c(OC)c2)cc1OC. The result is 0 (inactive).